From a dataset of Tyrosyl-DNA phosphodiesterase HTS with 341,365 compounds. Binary Classification. Given a drug SMILES string, predict its activity (active/inactive) in a high-throughput screening assay against a specified biological target. (1) The compound is Clc1c(S(=O)(=O)CCC(=O)NCCc2ccc(Cl)cc2)cc2OCC(=O)Nc2c1. The result is 0 (inactive). (2) The drug is S(CCOc1ccccc1)c1oc(nn1)c1cc(OC)c(OC)c(OC)c1. The result is 0 (inactive). (3) The drug is O(CCCCCCCCCC)C(=O)C(C)=C. The result is 0 (inactive). (4) The molecule is O=c1nc([nH]c2[nH]c(=O)c(=O)[nH]c12)N. The result is 0 (inactive).